Dataset: Merck oncology drug combination screen with 23,052 pairs across 39 cell lines. Task: Regression. Given two drug SMILES strings and cell line genomic features, predict the synergy score measuring deviation from expected non-interaction effect. Drug 1: COC1=C2CC(C)CC(OC)C(O)C(C)C=C(C)C(OC(N)=O)C(OC)C=CC=C(C)C(=O)NC(=CC1=O)C2=O. Synergy scores: synergy=15.6. Drug 2: Cn1c(=O)n(-c2ccc(C(C)(C)C#N)cc2)c2c3cc(-c4cnc5ccccc5c4)ccc3ncc21. Cell line: SW837.